This data is from Catalyst prediction with 721,799 reactions and 888 catalyst types from USPTO. The task is: Predict which catalyst facilitates the given reaction. (1) Reactant: [NH2:1][C:2]1[CH:7]=[CH:6][CH:5]=[CH:4][C:3]=1[NH:8][C:9](=[O:27])[CH2:10][C:11]1[N:12]=[C:13]([NH:16][C:17](=[O:26])[O:18][CH2:19][C:20]2[CH:25]=[CH:24][N:23]=[CH:22][CH:21]=2)[S:14][CH:15]=1.[C:28]([C:30]1[CH:35]=[CH:34][C:33]([N:36]=[C:37]=[O:38])=[CH:32][CH:31]=1)#[N:29]. Product: [N:23]1[CH:22]=[CH:21][C:20]([CH2:19][O:18][C:17](=[O:26])[NH:16][C:13]2[S:14][CH:15]=[C:11]([CH2:10][C:9]([NH:8][C:3]3[CH:4]=[CH:5][CH:6]=[CH:7][C:2]=3[NH:1][C:37]([NH:36][C:33]3[CH:34]=[CH:35][C:30]([C:28]#[N:29])=[CH:31][CH:32]=3)=[O:38])=[O:27])[N:12]=2)=[CH:25][CH:24]=1. The catalyst class is: 1. (2) Reactant: [OH:1][C:2]1[CH:9]=[C:8]([Br:10])[CH:7]=[CH:6][C:3]=1[CH:4]=O.[NH2:11][C:12]1[CH:17]=[CH:16][CH:15]=[CH:14][CH:13]=1. Product: [Br:10][C:8]1[CH:7]=[CH:6][C:3](/[CH:4]=[N:11]/[C:12]2[CH:17]=[CH:16][CH:15]=[CH:14][CH:13]=2)=[C:2]([OH:1])[CH:9]=1. The catalyst class is: 32.